Task: Binary classification across 12 toxicity assays.. Dataset: Tox21: 12 toxicity assays (nuclear receptors and stress response pathways) (1) The molecule is C[C@@H](Cc1ccccc1)N(C)C. It tested positive (active) for: NR-ER (Estrogen Receptor agonist activity). (2) The molecule is Nc1ccc(C(=O)Nc2ccccc2N)cc1. It tested positive (active) for: NR-AR (Androgen Receptor agonist activity), NR-AhR (Aryl hydrocarbon Receptor agonist activity), NR-ER (Estrogen Receptor agonist activity), NR-PPAR-gamma (PPAR-gamma nuclear receptor agonist), SR-ATAD5 (ATAD5 genotoxicity (DNA damage)), SR-MMP (Mitochondrial Membrane Potential disruption), and SR-p53 (p53 tumor suppressor activation).